From a dataset of Ames mutagenicity test results for genotoxicity prediction. Regression/Classification. Given a drug SMILES string, predict its toxicity properties. Task type varies by dataset: regression for continuous values (e.g., LD50, hERG inhibition percentage) or binary classification for toxic/non-toxic outcomes (e.g., AMES mutagenicity, cardiotoxicity, hepatotoxicity). Dataset: ames. (1) The drug is C#CC(OC(=O)NC1CCCCC1)(c1ccccc1)c1ccc(C)c(C)c1. The result is 1 (mutagenic). (2) The drug is C(=NC1CCCCC1)=NC1CCCCC1. The result is 0 (non-mutagenic). (3) The drug is Nc1n[nH]c(N)n1. The result is 0 (non-mutagenic). (4) The drug is O=[N+]([O-])c1cc2c(ccc3cc(N(CCCl)CCCl)ccc32)o1. The result is 1 (mutagenic). (5) The compound is CC(C)(C)OC[C@H]1CO1. The result is 1 (mutagenic). (6) The compound is Cc1nn(C)c(NC(=O)CNCCCN2CCCC[C@H]2C)c1C(=O)c1ccccc1F. The result is 1 (mutagenic). (7) The drug is CCCCCOc1cccc(NC(=O)OC2CCCCC2N2CCCC2)c1. The result is 0 (non-mutagenic).